From a dataset of Forward reaction prediction with 1.9M reactions from USPTO patents (1976-2016). Predict the product of the given reaction. (1) Given the reactants C1(C2C=CC(NC3C=CC(C4C=CC=CC=4)=CC=3)=CC=2)C2C(=CC=CC=2)C=CC=1.Br[C:31]1[C:32]2[C:37]([C:38]3[CH:39]=[CH:40][CH:41]=[CH:42][C:43]=3[CH:44]=1)=[CH:36][CH:35]=[CH:34][CH:33]=2.[NH2:45][C:46]1[C:47]2[C:52]([C:53]3[CH:54]=[CH:55][CH:56]=[CH:57][C:58]=3[CH:59]=1)=[CH:51][CH:50]=[CH:49][CH:48]=2, predict the reaction product. The product is: [CH:42]1[C:43]2[CH:44]=[C:31]([NH:45][C:46]3[C:47]4[C:52]([C:53]5[CH:54]=[CH:55][CH:56]=[CH:57][C:58]=5[CH:59]=3)=[CH:51][CH:50]=[CH:49][CH:48]=4)[C:32]3[C:37](=[CH:36][CH:35]=[CH:34][CH:33]=3)[C:38]=2[CH:39]=[CH:40][CH:41]=1. (2) The product is: [C:22]([C:24]1[CH:25]=[C:26]([C:27]2[O:1][N:2]=[C:3]([C:5]3[CH:13]=[CH:12][C:11]4[NH:10][C:9]5[CH:14]([CH2:17][C:18]([O:20][CH3:21])=[O:19])[CH2:15][CH2:16][C:8]=5[C:7]=4[CH:6]=3)[N:4]=2)[CH:30]=[C:31]([O:33][C:34]([F:35])([F:36])[F:37])[CH:32]=1)#[N:23]. Given the reactants [OH:1][NH:2][C:3]([C:5]1[CH:13]=[CH:12][C:11]2[NH:10][C:9]3[CH:14]([CH2:17][C:18]([O:20][CH3:21])=[O:19])[CH2:15][CH2:16][C:8]=3[C:7]=2[CH:6]=1)=[NH:4].[C:22]([C:24]1[CH:25]=[C:26]([CH:30]=[C:31]([O:33][C:34]([F:37])([F:36])[F:35])[CH:32]=1)[C:27](Cl)=O)#[N:23].C(N(CC)CC)C, predict the reaction product. (3) Given the reactants [Cl:1][C:2]1[C:3]([CH3:22])=[C:4]([CH:19]=[CH:20][CH:21]=1)[CH2:5][N:6]1[C:11](=[O:12])[C:10]([C:13]([O:15][CH2:16][CH3:17])=[O:14])=[CH:9][NH:8][C:7]1=[O:18].[CH3:23][N:24]1[C:28]2[CH:29]=[CH:30][C:31](B3OC(C)(C)C(C)(C)O3)=[CH:32][C:27]=2[N:26]([CH3:42])[C:25]1=[O:43].C(N(CC)CC)C.CS(C)=O, predict the reaction product. The product is: [Cl:1][C:2]1[C:3]([CH3:22])=[C:4]([CH:19]=[CH:20][CH:21]=1)[CH2:5][N:6]1[C:11](=[O:12])[C:10]([C:13]([O:15][CH2:16][CH3:17])=[O:14])=[CH:9][N:8]([C:31]2[CH:30]=[CH:29][C:28]3[N:24]([CH3:23])[C:25](=[O:43])[N:26]([CH3:42])[C:27]=3[CH:32]=2)[C:7]1=[O:18]. (4) Given the reactants [CH2:1]([O:8][C@@H:9]1[C@@H:14]([O:15][CH2:16][C:17]2[CH:22]=[CH:21][CH:20]=[CH:19][CH:18]=2)[C@H:13]([O:23][CH2:24][C:25]2[CH:30]=[CH:29][CH:28]=[CH:27][CH:26]=2)[C@@H:12]([CH2:31][O:32][CH2:33][C:34]2[CH:39]=[CH:38][CH:37]=[CH:36][CH:35]=2)[S:11][C:10]1([C:41]1[CH:46]=[CH:45][C:44]([Br:47])=[C:43]([CH2:48][C:49]2[CH:58]=[CH:57][C:52]3[O:53][CH2:54][CH2:55][O:56][C:51]=3[CH:50]=2)[CH:42]=1)O)[C:2]1[CH:7]=[CH:6][CH:5]=[CH:4][CH:3]=1.ClCCl.C([SiH](CC)CC)C.B(F)(F)F.CCOCC, predict the reaction product. The product is: [Br:47][C:44]1[CH:45]=[CH:46][C:41]([C@H:10]2[C@H:9]([O:8][CH2:1][C:2]3[CH:7]=[CH:6][CH:5]=[CH:4][CH:3]=3)[C@@H:14]([O:15][CH2:16][C:17]3[CH:22]=[CH:21][CH:20]=[CH:19][CH:18]=3)[C@H:13]([O:23][CH2:24][C:25]3[CH:26]=[CH:27][CH:28]=[CH:29][CH:30]=3)[C@@H:12]([CH2:31][O:32][CH2:33][C:34]3[CH:39]=[CH:38][CH:37]=[CH:36][CH:35]=3)[S:11]2)=[CH:42][C:43]=1[CH2:48][C:49]1[CH:58]=[CH:57][C:52]2[O:53][CH2:54][CH2:55][O:56][C:51]=2[CH:50]=1. (5) Given the reactants [CH:1]1([N:7]2[CH2:27][CH2:26][C:9]3([N:13]([CH2:14][C:15]4[CH:20]=[CH:19][C:18](B(O)O)=[C:17]([F:24])[CH:16]=4)[CH2:12][C@H:11]([OH:25])[CH2:10]3)[C:8]2=[O:28])[CH2:6][CH2:5][CH2:4][CH2:3][CH2:2]1.Br[C:30]1[CH:31]=[CH:32][C:33]([C:36]([NH:38][CH:39]([CH3:41])[CH3:40])=[O:37])=[N:34][CH:35]=1.CN(C=O)C.C(Cl)Cl.C(=O)([O-])[O-].[K+].[K+], predict the reaction product. The product is: [CH:1]1([N:7]2[CH2:27][CH2:26][C:9]3([N:13]([CH2:14][C:15]4[CH:20]=[CH:19][C:18]([C:30]5[CH:31]=[CH:32][C:33]([C:36]([NH:38][CH:39]([CH3:41])[CH3:40])=[O:37])=[N:34][CH:35]=5)=[C:17]([F:24])[CH:16]=4)[CH2:12][C@H:11]([OH:25])[CH2:10]3)[C:8]2=[O:28])[CH2:6][CH2:5][CH2:4][CH2:3][CH2:2]1.